Dataset: Full USPTO retrosynthesis dataset with 1.9M reactions from patents (1976-2016). Task: Predict the reactants needed to synthesize the given product. (1) Given the product [CH3:16][N:9]1[CH2:8][C@H:7]2[C@H:12]([CH2:13][C:14]3[C:6]2=[CH:5][CH:4]=[CH:3][C:2]=3[CH3:1])[CH2:11][CH2:10]1.[CH2:19]([O:18][C:16]([N:9]1[CH2:8][C@H:7]2[C@H:12]([CH2:13][C:14]3[C:6]2=[CH:5][CH:4]=[CH:3][C:2]=3[CH3:1])[CH2:11][CH2:10]1)=[O:17])[CH3:20], predict the reactants needed to synthesize it. The reactants are: [CH3:1][C:2]1[CH:3]=[CH:4][CH:5]=[C:6]2[C:14]=1[CH2:13][C@H:12]1[C@@H:7]2[CH2:8][NH:9][CH2:10][CH2:11]1.Cl[C:16]([O:18][CH2:19][CH3:20])=[O:17].CCN(CC)CC. (2) Given the product [ClH:1].[ClH:1].[NH2:23][C@H:24]1[CH2:29][CH2:28][C@H:27]([NH:30][C:2]2[N:10]=[C:9]3[C:5]([N:6]=[CH:7][N:8]3[CH:11]([CH2:14][CH3:15])[CH2:12][CH3:13])=[C:4]([NH:16][C:17]3[CH:22]=[CH:21][CH:20]=[CH:19][CH:18]=3)[N:3]=2)[CH2:26][CH2:25]1, predict the reactants needed to synthesize it. The reactants are: [Cl:1][C:2]1[N:10]=[C:9]2[C:5]([N:6]=[CH:7][N:8]2[CH:11]([CH2:14][CH3:15])[CH2:12][CH3:13])=[C:4]([NH:16][C:17]2[CH:22]=[CH:21][CH:20]=[CH:19][CH:18]=2)[N:3]=1.[NH2:23][C@H:24]1[CH2:29][CH2:28][C@H:27]([NH2:30])[CH2:26][CH2:25]1. (3) The reactants are: [Br:1][C:2]1[C:3]([CH3:22])=[C:4]([C:9]([O:12][CH2:13][CH2:14][O:15]C2CCCCO2)=[CH:10][CH:11]=1)[C:5]([O:7][CH3:8])=[O:6].Cl. Given the product [Br:1][C:2]1[C:3]([CH3:22])=[C:4]([C:9]([O:12][CH2:13][CH2:14][OH:15])=[CH:10][CH:11]=1)[C:5]([O:7][CH3:8])=[O:6], predict the reactants needed to synthesize it. (4) Given the product [CH3:1][O:2][C:3]1[C:8]([NH:9][C:10](=[O:29])[C@@H:11]([NH:19][C:20]2([C:23]3[CH:28]=[CH:27][CH:26]=[CH:25][N:24]=3)[CH2:22][CH2:21]2)[CH2:12][C:13]2[CH:18]=[CH:17][CH:16]=[CH:15][CH:14]=2)=[CH:7][C:6]([C:45]2[N:49]([CH:50]3[CH2:55][CH2:54][CH2:53][CH2:52][O:51]3)[N:48]=[CH:47][CH:46]=2)=[CH:5][N:4]=1, predict the reactants needed to synthesize it. The reactants are: [CH3:1][O:2][C:3]1[C:8]([NH:9][C:10](=[O:29])[C@@H:11]([NH:19][C:20]2([C:23]3[CH:28]=[CH:27][CH:26]=[CH:25][N:24]=3)[CH2:22][CH2:21]2)[CH2:12][C:13]2[CH:18]=[CH:17][CH:16]=[CH:15][CH:14]=2)=[CH:7][C:6](C2C=CN=CC=2)=[CH:5][N:4]=1.COC1C(N)=CC([C:45]2[N:49]([CH:50]3[CH2:55][CH2:54][CH2:53][CH2:52][O:51]3)[N:48]=[CH:47][CH:46]=2)=CN=1. (5) Given the product [CH3:8][O:9][C:10]([C:12]1[C:13]([C:31]2[CH:36]=[CH:35][C:34]([C:37]([OH:39])=[O:38])=[CH:33][CH:32]=2)=[CH:14][CH:15]=[C:16]([C:18]2[S:19][CH:20]=[C:21]([C:23]3[CH:28]=[CH:27][C:26]([Cl:29])=[C:25]([Cl:30])[CH:24]=3)[N:22]=2)[CH:17]=1)=[O:11], predict the reactants needed to synthesize it. The reactants are: FC(F)(F)C(O)=O.[CH3:8][O:9][C:10]([C:12]1[C:13]([C:31]2[CH:36]=[CH:35][C:34]([C:37]([O:39]C(C)(C)C)=[O:38])=[CH:33][CH:32]=2)=[CH:14][CH:15]=[C:16]([C:18]2[S:19][CH:20]=[C:21]([C:23]3[CH:28]=[CH:27][C:26]([Cl:29])=[C:25]([Cl:30])[CH:24]=3)[N:22]=2)[CH:17]=1)=[O:11]. (6) Given the product [S:1]([O-:5])([O-:4])(=[O:3])=[O:2].[NH4+:10].[NH4+:6].[CH2:8]([CH2:9][NH:10][C:11]([CH2:14][OH:15])([CH2:16][OH:17])[CH2:12][OH:13])[CH2:18][NH:19][C:20]([CH2:21][OH:22])([CH2:23][OH:24])[CH2:25][OH:26], predict the reactants needed to synthesize it. The reactants are: [S:1]([O-:5])([O-:4])(=[O:3])=[O:2].[NH4+:6].[NH4+].[CH2:8]([CH2:18][NH:19][C:20]([CH2:25][OH:26])([CH2:23][OH:24])[CH2:21][OH:22])[CH2:9][NH:10][C:11]([CH2:16][OH:17])([CH2:14][OH:15])[CH2:12][OH:13]. (7) Given the product [F:32][C:33]([F:46])([F:45])[CH2:34][O:5][C:4]1[CH:11]=[C:10]([C:12]2[N:17]=[C:16]3[N:18]([CH2:21][C:22]4[CH:23]=[C:24]5[C:29](=[CH:30][CH:31]=4)[N:28]=[CH:27][CH:26]=[CH:25]5)[N:19]=[N:20][C:15]3=[CH:14][CH:13]=2)[CH:9]=[CH:8][CH:3]=1, predict the reactants needed to synthesize it. The reactants are: FC1[CH:11]=[C:10]([C:12]2[N:17]=[C:16]3[N:18]([CH2:21][C:22]4[CH:23]=[C:24]5[C:29](=[CH:30][CH:31]=4)[N:28]=[CH:27][CH:26]=[CH:25]5)[N:19]=[N:20][C:15]3=[CH:14][CH:13]=2)[CH:9]=[CH:8][C:3]=1[C:4](NC)=[O:5].[F:32][C:33]([F:46])([F:45])[CH2:34]OC1C=C(B(O)O)C=CC=1.C(=O)([O-])[O-].[K+].[K+].O1CCOCC1.